Dataset: Experimentally validated miRNA-target interactions with 360,000+ pairs, plus equal number of negative samples. Task: Binary Classification. Given a miRNA mature sequence and a target amino acid sequence, predict their likelihood of interaction. (1) The miRNA is mmu-miR-17-3p with sequence ACUGCAGUGAGGGCACUUGUAG. The protein sequence of the target gene is MSSAGGEGPEAGPGRAGGRSEPEAPGSALSVDLPGLLGQLARSFALLLPVYALGYLGLSFSWVLLALGLLAWCRRSRGLKASRLCRALALLEDEEQAVRLGVRACDLPAWVHFPDTERAEWLNKTVKHMWPFICQFIEKLFRETIEPAVRGANAHLSTFSFTKVDVGQQPLRVNGVKVYTENVDKRQIILDLQISFVGNCEIDLEIKRYFCRAGVKSIQIHGTMRVILEPLIGDMPLVGALSIFFLRKPLLEINWTGLTNLLDIPGLNGLSDTIILDIISNYLVLPNRITVPLVSEVQIA.... Result: 0 (no interaction). (2) The miRNA is hsa-miR-548bb-3p with sequence CAAAAACCAUAGUUACUUUUGC. The protein sequence of the target gene is MSDYSTGGPPPGPPPPAGGGGGAGGAGGGPPPGPPGAGDRGGGGPGGGGPGGGSAGGPSQPPGGGGPGIRKDAFADAVQRARQIAAKIGGDAATTVNNSTPDFGFGGQKRQLEDGDQPESKKLASQGDSISSQLGPIHPPPRTSMTEEYRVPDGMVGLIIGRGGEQINKIQQDSGCKVQISPDSGGLPERSVSLTGAPESVQKAKMMLDDIVSRGRGGPPGQFHDNANGGQNGTVQEIMIPAGKAGLVIGKGGETIKQLQERAGVKMILIQDGSQNTNVDKPLRIIGDPYKVQQACEMVM.... Result: 1 (interaction).